This data is from Full USPTO retrosynthesis dataset with 1.9M reactions from patents (1976-2016). The task is: Predict the reactants needed to synthesize the given product. (1) Given the product [CH3:10][C:9]1([CH3:11])[O:8][C:7](=[O:12])[NH:6][C:5]2[CH:13]=[CH:14][C:2]([C:22]3[CH:21]=[CH:20][CH:19]=[C:18]([N+:15]([O-:17])=[O:16])[CH:23]=3)=[CH:3][C:4]1=2, predict the reactants needed to synthesize it. The reactants are: I[C:2]1[CH:14]=[CH:13][C:5]2[NH:6][C:7](=[O:12])[O:8][C:9]([CH3:11])([CH3:10])[C:4]=2[CH:3]=1.[N+:15]([C:18]1[CH:19]=[C:20](B(O)O)[CH:21]=[CH:22][CH:23]=1)([O-:17])=[O:16]. (2) Given the product [CH2:1]([O:3][CH:4]([O:8][CH2:9][CH3:10])[C@@H:5]([NH:7][CH2:21][C:11]1[C:20]2[C:15](=[CH:16][CH:17]=[CH:18][CH:19]=2)[CH:14]=[CH:13][CH:12]=1)[CH3:6])[CH3:2], predict the reactants needed to synthesize it. The reactants are: [CH2:1]([O:3][CH:4]([O:8][CH2:9][CH3:10])[C@@H:5]([NH2:7])[CH3:6])[CH3:2].[C:11]1([CH:21]=O)[C:20]2[C:15](=[CH:16][CH:17]=[CH:18][CH:19]=2)[CH:14]=[CH:13][CH:12]=1.C(O[BH-](OC(=O)C)OC(=O)C)(=O)C.[Na+]. (3) Given the product [CH2:9]([NH:1][C:2]1[CH:7]=[CH:6][CH:5]=[CH:4][CH:3]=1)[CH3:10], predict the reactants needed to synthesize it. The reactants are: [NH2:1][C:2]1[CH:7]=[CH:6][CH:5]=[CH:4][CH:3]=1.[Li].[CH2:9](I)[CH3:10].[NH4+].[Cl-]. (4) The reactants are: [C:1]([O:5][C:6](=[O:19])[NH:7][C@@H:8]1[C@@H:13]([N:14]=[N+]=[N-])[CH2:12][CH2:11][CH2:10][C:9]1([F:18])[F:17])([CH3:4])([CH3:3])[CH3:2]. Given the product [C:1]([O:5][C:6](=[O:19])[NH:7][C@@H:8]1[C@@H:13]([NH2:14])[CH2:12][CH2:11][CH2:10][C:9]1([F:18])[F:17])([CH3:4])([CH3:2])[CH3:3], predict the reactants needed to synthesize it. (5) Given the product [C:1]([O:5][C:6]([NH:8][CH2:9][CH2:10][C:11]1[CH:16]=[CH:15][C:14]([S:17]([C:20]2[CH:21]=[CH:22][C:23]([O:30][CH2:31][CH2:32][OH:33])=[C:24]([CH:29]=2)[C:25]([O:27][CH3:28])=[O:26])(=[O:18])=[O:19])=[CH:13][CH:12]=1)=[O:7])([CH3:3])([CH3:2])[CH3:4], predict the reactants needed to synthesize it. The reactants are: [C:1]([O:5][C:6]([NH:8][CH2:9][CH2:10][C:11]1[CH:16]=[CH:15][C:14]([S:17]([C:20]2[CH:21]=[CH:22][C:23]([O:30][CH2:31][C:32](OCC)=[O:33])=[C:24]([CH:29]=2)[C:25]([O:27][CH3:28])=[O:26])(=[O:19])=[O:18])=[CH:13][CH:12]=1)=[O:7])([CH3:4])([CH3:3])[CH3:2].[BH4-].[Na+].CO.C(=O)(O)[O-].[Na+]. (6) Given the product [Br:30][C:7]1[C:8](=[O:24])[N:9]([C:13]2[CH:14]=[C:15]([CH:20]=[CH:21][C:22]=2[CH3:23])[C:16]([O:18][CH3:19])=[O:17])[C:10]([CH3:12])=[CH:11][C:6]=1[O:5][CH2:4][C:3]1[CH:25]=[CH:26][C:27]([F:29])=[CH:28][C:2]=1[F:1], predict the reactants needed to synthesize it. The reactants are: [F:1][C:2]1[CH:28]=[C:27]([F:29])[CH:26]=[CH:25][C:3]=1[CH2:4][O:5][C:6]1[CH:11]=[C:10]([CH3:12])[N:9]([C:13]2[CH:14]=[C:15]([CH:20]=[CH:21][C:22]=2[CH3:23])[C:16]([O:18][CH3:19])=[O:17])[C:8](=[O:24])[CH:7]=1.[Br:30]N1C(=O)CCC1=O. (7) Given the product [F:38][C:37]([F:40])([F:39])[C:35]([OH:41])=[O:36].[CH3:19][N:2]([CH3:1])[C:3]1[C:8]([CH3:9])=[C:7]([CH3:10])[N:6]=[C:5]([NH:11][C@@H:12]2[CH2:13][CH2:14][C@H:15]([NH:18][C:26](=[O:33])[C:27]3[CH:32]=[CH:31][CH:30]=[CH:29][CH:28]=3)[CH2:16][CH2:17]2)[N:4]=1, predict the reactants needed to synthesize it. The reactants are: [CH3:1][N:2]([CH3:19])[C:3]1[C:8]([CH3:9])=[C:7]([CH3:10])[N:6]=[C:5]([NH:11][C@@H:12]2[CH2:17][CH2:16][C@H:15]([NH2:18])[CH2:14][CH2:13]2)[N:4]=1.N1C=CC=CC=1.[C:26](Cl)(=[O:33])[C:27]1[CH:32]=[CH:31][CH:30]=[CH:29][CH:28]=1.[C:35]([OH:41])([C:37]([F:40])([F:39])[F:38])=[O:36]. (8) Given the product [N:21]1[CH:22]=[CH:23][C:18]([CH2:17][CH2:16][CH2:15][CH:4]([C:5]([O:7][CH2:8][CH3:9])=[O:6])[C:3]([O:11][CH2:12][CH3:13])=[O:10])=[CH:19][CH:20]=1, predict the reactants needed to synthesize it. The reactants are: [H-].[Na+].[C:3]([O:11][CH2:12][CH3:13])(=[O:10])[CH2:4][C:5]([O:7][CH2:8][CH3:9])=[O:6].Cl[CH2:15][CH2:16][CH2:17][C:18]1[CH:23]=[CH:22][N:21]=[CH:20][CH:19]=1.O. (9) Given the product [N+:11]([C:8]1[CH:9]=[CH:10][N:6]([CH2:5][C:4]#[C:3][CH2:2][OH:15])[N:7]=1)([O-:13])=[O:12], predict the reactants needed to synthesize it. The reactants are: Cl[CH2:2][C:3]#[C:4][CH2:5][N:6]1[CH:10]=[CH:9][C:8]([N+:11]([O-:13])=[O:12])=[N:7]1.Cl.[O:15]1CCCC1. (10) The reactants are: C([O:9][CH2:10][C:11]1[CH:16]=[CH:15][CH:14]=[CH:13][C:12]=1[C:17]1[O:21][N:20]=[C:19]([CH2:22][O:23][CH3:24])[N:18]=1)(=O)C1C=CC=CC=1.[OH-].[Na+]. Given the product [CH3:24][O:23][CH2:22][C:19]1[N:18]=[C:17]([C:12]2[CH:13]=[CH:14][CH:15]=[CH:16][C:11]=2[CH2:10][OH:9])[O:21][N:20]=1, predict the reactants needed to synthesize it.